From a dataset of Full USPTO retrosynthesis dataset with 1.9M reactions from patents (1976-2016). Predict the reactants needed to synthesize the given product. Given the product [C:11]([O:10][C:8]([N:5]1[CH2:4][CH2:3][CH:2]([NH:1][C:25]2[CH:30]=[CH:29][CH:28]=[CH:27][C:26]=2[N+:31]([O-:33])=[O:32])[CH2:7][CH2:6]1)=[O:9])([CH3:14])([CH3:13])[CH3:12], predict the reactants needed to synthesize it. The reactants are: [NH2:1][CH:2]1[CH2:7][CH2:6][N:5]([C:8]([O:10][C:11]([CH3:14])([CH3:13])[CH3:12])=[O:9])[CH2:4][CH2:3]1.CCN(C(C)C)C(C)C.F[C:25]1[CH:30]=[CH:29][CH:28]=[CH:27][C:26]=1[N+:31]([O-:33])=[O:32].C(O)(=O)CC(CC(O)=O)(C(O)=O)O.